Dataset: Reaction yield outcomes from USPTO patents with 853,638 reactions. Task: Predict the reaction yield, written as a fraction of the theoretical maximum amount of product (1.0 means a 100% yield; for example, 0.34 means a 34% yield). (1) The reactants are [CH3:1][N:2]1[CH:6]=[C:5]([C:7]2[CH:8]=[CH:9][C:10]3[N:11]([C:13]([SH:16])=[N:14][N:15]=3)[CH:12]=2)[CH:4]=[N:3]1.Br[C:18]1[CH:19]=[C:20]2[C:25](=[CH:26][CH:27]=1)[N:24]=[CH:23][C:22]([C:28]1[C:29]([CH3:34])=[N:30][O:31][C:32]=1[CH3:33])=[C:21]2[Cl:35].C1(P(C2C=CC=CC=2)C2C3OC4C(=CC=CC=4P(C4C=CC=CC=4)C4C=CC=CC=4)C(C)(C)C=3C=CC=2)C=CC=CC=1.C(N(CC)C(C)C)(C)C. The catalyst is O1CCOCC1.C1C=CC(/C=C/C(/C=C/C2C=CC=CC=2)=O)=CC=1.C1C=CC(/C=C/C(/C=C/C2C=CC=CC=2)=O)=CC=1.C1C=CC(/C=C/C(/C=C/C2C=CC=CC=2)=O)=CC=1.[Pd].[Pd]. The product is [Cl:35][C:21]1[C:20]2[C:25](=[CH:26][CH:27]=[C:18]([S:16][C:13]3[N:11]4[CH:12]=[C:7]([C:5]5[CH:4]=[N:3][N:2]([CH3:1])[CH:6]=5)[CH:8]=[CH:9][C:10]4=[N:15][N:14]=3)[CH:19]=2)[N:24]=[CH:23][C:22]=1[C:28]1[C:29]([CH3:34])=[N:30][O:31][C:32]=1[CH3:33]. The yield is 0.480. (2) The reactants are C(OC(=O)[NH:7][C@H:8]1[CH2:13][CH2:12][C@@H:11]([NH:14][C:15]2[N:20]=[C:19]([NH:21][CH3:22])[CH:18]=[CH:17][N:16]=2)[CH2:10][CH2:9]1)(C)(C)C.Cl. The catalyst is CCOC(C)=O. The product is [NH2:7][C@@H:8]1[CH2:9][CH2:10][C@H:11]([NH:14][C:15]2[N:20]=[C:19]([NH:21][CH3:22])[CH:18]=[CH:17][N:16]=2)[CH2:12][CH2:13]1. The yield is 0.800.